Task: Predict the product of the given reaction.. Dataset: Forward reaction prediction with 1.9M reactions from USPTO patents (1976-2016) (1) Given the reactants [Cl:1][C:2]1[CH:8]=[C:7]([S:9]([CH3:12])(=[O:11])=[O:10])[CH:6]=[CH:5][C:3]=1N.N([O-])=O.[Na+].[I-:17].[K+].Cl, predict the reaction product. The product is: [Cl:1][C:2]1[CH:8]=[C:7]([S:9]([CH3:12])(=[O:11])=[O:10])[CH:6]=[CH:5][C:3]=1[I:17]. (2) Given the reactants [Br:1][C:2]1[CH:3]=[C:4]([C:8]2[S:12][C:11]3[CH2:13][C:14]([CH3:21])([CH3:20])[CH2:15][C:16]([CH:18]=[CH2:19])(O)[C:10]=3[CH:9]=2)[CH:5]=[CH:6][CH:7]=1.[NH2:22][C:23]([NH2:25])=[S:24], predict the reaction product. The product is: [C:23]([S:24][CH2:19]/[CH:18]=[C:16]1\[CH2:15][C:14]([CH3:21])([CH3:20])[CH2:13][C:11]2[S:12][C:8]([C:4]3[CH:5]=[CH:6][CH:7]=[C:2]([Br:1])[CH:3]=3)=[CH:9][C:10]\1=2)(=[NH:22])[NH2:25]. (3) Given the reactants [Cl:1][CH2:2][C:3]1[CH:4]=[CH:5][C:6]2[S:11][C:10]3[N:12]=[CH:13][CH:14]=[N:15][C:9]=3[N:8](COC)[C:7]=2[CH:19]=1.Cl, predict the reaction product. The product is: [Cl:1][CH2:2][C:3]1[CH:4]=[CH:5][C:6]2[S:11][C:10]3[N:12]=[CH:13][CH:14]=[N:15][C:9]=3[NH:8][C:7]=2[CH:19]=1. (4) Given the reactants C(O)(C(F)(F)F)=O.O.C(OC([N:16]1[CH2:21][CH2:20][N:19]([C:22]2[CH:23]=[C:24]([CH2:61][O:62][C:63]3[C:64]([O:92][CH3:93])=[CH:65][C:66]4[C:72](=[O:73])[N:71]5[CH2:74][CH2:75][CH2:76][C@H:70]5[C@H:69](OC5CCCCO5)[N:68](C(OC(C)(C)C)=O)[C:67]=4[CH:91]=3)[CH:25]=[C:26]([CH2:28][O:29][C:30]3[C:31]([O:59][CH3:60])=[CH:32][C:33]4[C:39](=[O:40])[N:38]5[CH2:41][CH2:42][CH2:43][C@H:37]5[C@H:36](OC5CCCCO5)[N:35](C(OC(C)(C)C)=O)[C:34]=4[CH:58]=3)[CH:27]=2)[CH2:18][CH2:17]1)=O)(C)(C)C, predict the reaction product. The product is: [N:19]1([C:22]2[CH:27]=[C:26]([CH2:28][O:29][C:30]3[C:31]([O:59][CH3:60])=[CH:32][C:33]4[C:39](=[O:40])[N:38]5[CH2:41][CH2:42][CH2:43][C@H:37]5[CH:36]=[N:35][C:34]=4[CH:58]=3)[CH:25]=[C:24]([CH2:61][O:62][C:63]3[C:64]([O:92][CH3:93])=[CH:65][C:66]4[C:72](=[O:73])[N:71]5[CH2:74][CH2:75][CH2:76][C@H:70]5[CH:69]=[N:68][C:67]=4[CH:91]=3)[CH:23]=2)[CH2:20][CH2:21][NH:16][CH2:17][CH2:18]1. (5) The product is: [N+:64]([C:59]1[C:58]([C:2]#[C:1][C:3]2[CH:4]=[C:5]([NH:9][C:10]([N:12]3[CH2:16][CH2:15][N:14]([C:17]4[CH:22]=[CH:21][CH:20]=[CH:19][CH:18]=4)[C:13]3=[O:23])=[O:11])[CH:6]=[CH:7][CH:8]=2)=[CH:63][CH:62]=[CH:61][N:60]=1)([O-:66])=[O:65]. Given the reactants [C:1]([C:3]1[CH:4]=[C:5]([NH:9][C:10]([N:12]2[CH2:16][CH2:15][N:14]([C:17]3[CH:22]=[CH:21][CH:20]=[CH:19][CH:18]=3)[C:13]2=[O:23])=[O:11])[CH:6]=[CH:7][CH:8]=1)#[CH:2].C(NC1N=CC(C#CC2C=C(NC(N3CCN(C4C=CC=CC=4)C3=O)=O)C=CC=2)=CC=1)(=O)C.Br[C:58]1[C:59]([N+:64]([O-:66])=[O:65])=[N:60][CH:61]=[CH:62][CH:63]=1, predict the reaction product. (6) Given the reactants [F:1][CH:2]([F:25])[C:3]1[N:8]2[N:9]=[CH:10][C:11]([C:12]([OH:14])=O)=[C:7]2[N:6]=[C:5]([C:15]2[CH:20]=[CH:19][C:18]([C:21]([F:24])([F:23])[F:22])=[CH:17][CH:16]=2)[CH:4]=1.[NH2:26][C:27]1[CH:28]=[C:29]([S:34]([NH2:37])(=[O:36])=[O:35])[CH:30]=[CH:31][C:32]=1[Cl:33], predict the reaction product. The product is: [Cl:33][C:32]1[CH:31]=[CH:30][C:29]([S:34](=[O:35])(=[O:36])[NH2:37])=[CH:28][C:27]=1[NH:26][C:12]([C:11]1[CH:10]=[N:9][N:8]2[C:3]([CH:2]([F:1])[F:25])=[CH:4][C:5]([C:15]3[CH:20]=[CH:19][C:18]([C:21]([F:22])([F:23])[F:24])=[CH:17][CH:16]=3)=[N:6][C:7]=12)=[O:14]. (7) The product is: [NH2:14][C:15]([CH3:34])([CH3:33])[CH2:16][CH2:17][N:18]1[C:23]2[CH:24]=[CH:25][CH:26]=[CH:27][C:22]=2[C:21]([CH2:30][CH3:31])([CH2:28][CH3:29])[O:20][C:19]1=[O:32]. Given the reactants FC(F)(F)C(O)=O.C(OC(=O)[NH:14][C:15]([CH3:34])([CH3:33])[CH2:16][CH2:17][N:18]1[C:23]2[CH:24]=[CH:25][CH:26]=[CH:27][C:22]=2[C:21]([CH2:30][CH3:31])([CH2:28][CH3:29])[O:20][C:19]1=[O:32])(C)(C)C, predict the reaction product. (8) Given the reactants [O:1]=[C:2]1[CH2:10][C:9]2[C:4](=[CH:5][CH:6]=[C:7]([C:11]([NH:13][C:14]3[CH:19]=[CH:18][CH:17]=[CH:16][CH:15]=3)=[O:12])[CH:8]=2)[NH:3]1.[NH:20]1[C:28]2[C:23](=[CH:24][CH:25]=[C:26]([CH:29]=O)[CH:27]=2)[CH:22]=[N:21]1.N1CCCCC1, predict the reaction product. The product is: [NH:20]1[C:28]2[C:23](=[CH:24][CH:25]=[C:26](/[CH:29]=[C:10]3/[C:2](=[O:1])[NH:3][C:4]4[C:9]/3=[CH:8][C:7]([C:11]([NH:13][C:14]3[CH:15]=[CH:16][CH:17]=[CH:18][CH:19]=3)=[O:12])=[CH:6][CH:5]=4)[CH:27]=2)[CH:22]=[N:21]1. (9) Given the reactants CO[CH:3](OC)[N:4]([CH3:6])[CH3:5].[CH:9]12[CH2:18][CH:13]3[CH2:14][CH:15]([CH2:17][CH:11]([CH2:12]3)[CH:10]1[NH:19][C:20](=[O:29])[CH2:21][C:22]([CH:24]1[CH2:28][CH2:27][CH2:26][CH2:25]1)=[O:23])[CH2:16]2, predict the reaction product. The product is: [CH:9]12[CH2:16][CH:15]3[CH2:14][CH:13]([CH2:12][CH:11]([CH2:17]3)[CH:10]1[NH:19][C:20](=[O:29])/[C:21](/[C:22]([CH:24]1[CH2:28][CH2:27][CH2:26][CH2:25]1)=[O:23])=[CH:3]\[N:4]([CH3:5])[CH3:6])[CH2:18]2.